From a dataset of Forward reaction prediction with 1.9M reactions from USPTO patents (1976-2016). Predict the product of the given reaction. (1) Given the reactants [CH3:1][N:2]1[CH:6]([C:7]([OH:9])=O)[CH2:5][C:4]([CH3:10])=[N:3]1.[NH2:11][C:12]1[CH:13]=[C:14]([CH:31]=[CH:32][C:33]=1[CH3:34])[O:15][C:16]1[CH:17]=[CH:18][C:19]2[N:20]([CH:22]=[C:23]([NH:25][C:26]([CH:28]3[CH2:30][CH2:29]3)=[O:27])[N:24]=2)[N:21]=1.F[P-](F)(F)(F)(F)F.N1(OC(N(C)C)=[N+](C)C)C2N=CC=CC=2N=N1.C(N(CC)C(C)C)(C)C, predict the reaction product. The product is: [CH:28]1([C:26]([NH:25][C:23]2[N:24]=[C:19]3[CH:18]=[CH:17][C:16]([O:15][C:14]4[CH:31]=[CH:32][C:33]([CH3:34])=[C:12]([NH:11][C:7]([CH:6]5[N:2]([CH3:1])[N:3]=[C:4]([CH3:10])[CH2:5]5)=[O:9])[CH:13]=4)=[N:21][N:20]3[CH:22]=2)=[O:27])[CH2:29][CH2:30]1. (2) Given the reactants [F:1][C@H:2]1[C@H:7]([O:8]CC2C=CC([N+]([O-])=O)=CC=2)[CH2:6][CH2:5][N:4]([C:19]([O:21][CH2:22][C:23]2[CH:28]=[CH:27][CH:26]=[CH:25][CH:24]=2)=[O:20])[CH2:3]1.[Li+].[OH-].CCOC(C)=O, predict the reaction product. The product is: [F:1][C@H:2]1[C@H:7]([OH:8])[CH2:6][CH2:5][N:4]([C:19]([O:21][CH2:22][C:23]2[CH:28]=[CH:27][CH:26]=[CH:25][CH:24]=2)=[O:20])[CH2:3]1. (3) Given the reactants [CH3:1][C:2]1[CH:3]=[C:4]([CH:8]=[C:9]([B:11]2[O:15][C:14]([CH3:17])([CH3:16])[C:13]([CH3:19])([CH3:18])[O:12]2)[CH:10]=1)[C:5](O)=[O:6].S(Cl)([Cl:22])=O, predict the reaction product. The product is: [CH3:1][C:2]1[CH:3]=[C:4]([CH:8]=[C:9]([B:11]2[O:15][C:14]([CH3:17])([CH3:16])[C:13]([CH3:19])([CH3:18])[O:12]2)[CH:10]=1)[C:5]([Cl:22])=[O:6]. (4) Given the reactants [CH2:1]([N:4]1[C:18](=[O:19])[C:17]2[C:11]3([CH2:16][CH2:15][CH2:14][CH2:13][CH2:12]3)[CH2:10][C:9]3[CH:20]=[CH:21][CH:22]=[CH:23][C:8]=3[C:7]=2[N:6]=[C:5]1[S:24]([CH3:27])(=O)=O)[CH:2]=[CH2:3].C(=O)([O-])[O-].[K+].[K+].C(N)C.O1CCCC1, predict the reaction product. The product is: [CH2:1]([N:4]1[C:18](=[O:19])[C:17]2[C:11]3([CH2:12][CH2:13][CH2:14][CH2:15][CH2:16]3)[CH2:10][C:9]3[CH:20]=[CH:21][CH:22]=[CH:23][C:8]=3[C:7]=2[N:6]=[C:5]1[S:24][CH3:27])[CH:2]=[CH2:3]. (5) Given the reactants [F:1][C:2]1[CH:7]=[C:6]([CH3:8])[CH:5]=[CH:4][C:3]=1[OH:9].Cl[C:11]1[CH:12]=[CH:13][C:14]([N+:26]([O-:28])=[O:27])=[C:15]([CH2:17][NH:18][C:19](=[O:25])[O:20][C:21]([CH3:24])([CH3:23])[CH3:22])[CH:16]=1.[H-].[Na+], predict the reaction product. The product is: [F:1][C:2]1[CH:7]=[C:6]([CH3:8])[CH:5]=[CH:4][C:3]=1[O:9][C:11]1[CH:12]=[CH:13][C:14]([N+:26]([O-:28])=[O:27])=[C:15]([CH2:17][NH:18][C:19](=[O:25])[O:20][C:21]([CH3:24])([CH3:22])[CH3:23])[CH:16]=1. (6) Given the reactants [NH:1]1[C:9]2[C:4](=[N:5][CH:6]=[CH:7][CH:8]=2)[CH:3]=[CH:2]1.C1N2CN3CN(C2)CN1C3.[C:20](O)(C(F)(F)F)=[O:21], predict the reaction product. The product is: [NH:1]1[C:9]2[C:4](=[N:5][CH:6]=[CH:7][CH:8]=2)[C:3]([CH:20]=[O:21])=[CH:2]1.